Dataset: Catalyst prediction with 721,799 reactions and 888 catalyst types from USPTO. Task: Predict which catalyst facilitates the given reaction. (1) Reactant: [Si:1]([O:8][C@H:9]1[CH2:13][N:12]([C:14]([O:16][C:17]([CH3:20])([CH3:19])[CH3:18])=[O:15])[C@H:11]([CH2:21][OH:22])[CH2:10]1)([C:4]([CH3:7])([CH3:6])[CH3:5])([CH3:3])[CH3:2].C(N(CC)CC)C.[CH3:30][S:31](Cl)(=[O:33])=[O:32]. Product: [C:17]([O:16][C:14]([N:12]1[CH2:13][C@H:9]([O:8][Si:1]([C:4]([CH3:7])([CH3:6])[CH3:5])([CH3:3])[CH3:2])[CH2:10][C@H:11]1[CH2:21][O:22][S:31]([CH3:30])(=[O:33])=[O:32])=[O:15])([CH3:20])([CH3:19])[CH3:18]. The catalyst class is: 2. (2) Reactant: [NH2:1][C:2]1[C:6]2[CH:7]=[N:8][C:9]3[CH:10]=[C:11]([O:17]CC4C=CC=CC=4)[C:12]([O:15][CH3:16])=[CH:13][C:14]=3[C:5]=2[S:4](=O)[C:3]=1[C:26]([O:28][CH3:29])=[O:27]. Product: [NH2:1][C:2]1[C:6]2[CH:7]=[N:8][C:9]3[CH:10]=[C:11]([OH:17])[C:12]([O:15][CH3:16])=[CH:13][C:14]=3[C:5]=2[S:4][C:3]=1[C:26]([O:28][CH3:29])=[O:27]. The catalyst class is: 55. (3) Reactant: [CH3:1][C:2]1[CH:7]=[CH:6][C:5]([O:8][C:9]2[CH:14]=[CH:13][CH:12]=[CH:11][CH:10]=2)=[CH:4][CH:3]=1.[Cl:15][S:16](O)(=[O:18])=[O:17].C(Cl)(=O)C(Cl)=O.CN(C=O)C. Product: [CH3:1][C:2]1[CH:7]=[CH:6][C:5]([O:8][C:9]2[CH:10]=[CH:11][C:12]([S:16]([Cl:15])(=[O:18])=[O:17])=[CH:13][CH:14]=2)=[CH:4][CH:3]=1. The catalyst class is: 4.